Dataset: NCI-60 drug combinations with 297,098 pairs across 59 cell lines. Task: Regression. Given two drug SMILES strings and cell line genomic features, predict the synergy score measuring deviation from expected non-interaction effect. Drug 1: CS(=O)(=O)CCNCC1=CC=C(O1)C2=CC3=C(C=C2)N=CN=C3NC4=CC(=C(C=C4)OCC5=CC(=CC=C5)F)Cl. Drug 2: C1=NC2=C(N1)C(=S)N=CN2. Cell line: HOP-62. Synergy scores: CSS=28.2, Synergy_ZIP=-20.8, Synergy_Bliss=-33.3, Synergy_Loewe=-28.5, Synergy_HSA=-25.8.